Task: Predict the reactants needed to synthesize the given product.. Dataset: Full USPTO retrosynthesis dataset with 1.9M reactions from patents (1976-2016) (1) Given the product [N:51]([CH:61]([C:58]1[CH:57]=[CH:56][C:55]([F:54])=[N:60][CH:59]=1)[CH3:62])=[N+:52]=[N-:53], predict the reactants needed to synthesize it. The reactants are: C1(P(C2C=CC=CC=2)C2C=CC=CC=2)C=CC=CC=1.ClC1C(=O)C(C#N)=C(C#N)C(=O)C=1Cl.CCCC[N+](CCCC)(CCCC)CCCC.[N-:51]=[N+:52]=[N-:53].[F:54][C:55]1[N:60]=[CH:59][C:58]([CH:61](O)[CH3:62])=[CH:57][CH:56]=1. (2) Given the product [OH:1][CH:2]([CH2:15][O:16][C:17]1[CH:18]=[CH:19][C:20]([CH2:23][CH2:24][CH2:25][CH2:26][CH2:27][CH2:28][CH2:29][CH3:30])=[CH:21][CH:22]=1)[CH2:3][N:4]1[C:12]2[C:7](=[CH:8][C:9]([C:13]([NH2:14])=[O:31])=[CH:10][CH:11]=2)[CH:6]=[CH:5]1, predict the reactants needed to synthesize it. The reactants are: [OH:1][CH:2]([CH2:15][O:16][C:17]1[CH:22]=[CH:21][C:20]([CH2:23][CH2:24][CH2:25][CH2:26][CH2:27][CH2:28][CH2:29][CH3:30])=[CH:19][CH:18]=1)[CH2:3][N:4]1[C:12]2[C:7](=[CH:8][C:9]([C:13]#[N:14])=[CH:10][CH:11]=2)[CH:6]=[CH:5]1.[OH-:31].[K+].Cl. (3) Given the product [CH2:27]([O:26][C:24]([C@H:2]1[CH2:7][CH2:6][N:5]([C:8]([O:10][C:11]([CH3:14])([CH3:13])[CH3:12])=[O:9])[CH2:4][C@@H:3]1[CH2:15][OH:16])=[O:25])[C:28]1[CH:33]=[CH:32][CH:31]=[CH:30][CH:29]=1, predict the reactants needed to synthesize it. The reactants are: N[C@H:2]1[CH2:7][CH2:6][N:5]([C:8]([O:10][C:11]([CH3:14])([CH3:13])[CH3:12])=[O:9])[CH2:4][C@H:3]1[CH2:15][OH:16].C(=O)([O-])[O-].[Na+].[Na+].Cl[C:24]([O:26][CH2:27][C:28]1[CH:33]=[CH:32][CH:31]=[CH:30][CH:29]=1)=[O:25]. (4) Given the product [C:45]([O:44][C:42]([N:9]1[CH2:10][CH:7]([N:6]2[C:2]([NH2:1])=[C:3]([C:24](=[O:25])[NH2:26])[CH:4]=[N:5]2)[CH2:8]1)=[O:43])([CH3:46])([CH3:47])[CH3:48], predict the reactants needed to synthesize it. The reactants are: [NH2:1][C:2]1[N:6]([CH:7]2[CH2:10][N:9](C(C3C=CC=CC=3)C3C=CC=CC=3)[CH2:8]2)[N:5]=[CH:4][C:3]=1[C:24]([NH2:26])=[O:25].[OH-].[Na+].C1COCC1.[C:45]([O:44][C:42](O[C:42]([O:44][C:45]([CH3:48])([CH3:47])[CH3:46])=[O:43])=[O:43])([CH3:48])([CH3:47])[CH3:46]. (5) Given the product [O:1]=[C:2]1[C:11]2[C:6](=[CH:7][CH:8]=[CH:9][CH:10]=2)[C:5](=[N:28][S:25]([C:21]2[S:20][CH:24]=[CH:23][CH:22]=2)(=[O:27])=[O:26])[CH:4]=[C:3]1[S:13][CH2:14][C:15]([O:17][CH2:18][CH3:19])=[O:16], predict the reactants needed to synthesize it. The reactants are: [O:1]=[C:2]1[C:11]2[C:6](=[CH:7][CH:8]=[CH:9][CH:10]=2)[C:5](=O)[CH:4]=[C:3]1[S:13][CH2:14][C:15]([O:17][CH2:18][CH3:19])=[O:16].[S:20]1[CH:24]=[CH:23][CH:22]=[C:21]1[S:25]([NH2:28])(=[O:27])=[O:26].